Dataset: Reaction yield outcomes from USPTO patents with 853,638 reactions. Task: Predict the reaction yield, written as a fraction of the theoretical maximum amount of product (1.0 means a 100% yield; for example, 0.34 means a 34% yield). (1) The reactants are [C:1]([O:5][C:6](=[O:21])[NH:7][C@@H:8]1[C:14](=[O:15])[N:13]([CH3:16])[C:12]2[CH:17]=[CH:18][CH:19]=[CH:20][C:11]=2[NH:10][CH2:9]1)([CH3:4])([CH3:3])[CH3:2].[C:22](=[O:24])=[O:23].Br[CH2:26][CH:27]1[CH2:29][CH2:28]1.C(=O)([O-])[O-].[Cs+].[Cs+]. The catalyst is CN(C)C=O. The product is [CH:27]1([CH2:26][O:23][C:22]([N:10]2[CH2:9][C@H:8]([NH:7][C:6]([O:5][C:1]([CH3:4])([CH3:2])[CH3:3])=[O:21])[C:14](=[O:15])[N:13]([CH3:16])[C:12]3[CH:17]=[CH:18][CH:19]=[CH:20][C:11]2=3)=[O:24])[CH2:29][CH2:28]1. The yield is 0.870. (2) The reactants are [Cl:1][C:2]1[C:3]2[C:13]([CH3:14])=[CH:12][CH:11]=[CH:10][C:4]=2[S:5][C:6]=1C([O-])=O.[Na+].CN(C)C(=O)C. The catalyst is [Cu].CCCCCC. The product is [Cl:1][C:2]1[C:3]2[C:13]([CH3:14])=[CH:12][CH:11]=[CH:10][C:4]=2[S:5][CH:6]=1. The yield is 0.350.